From a dataset of Reaction yield outcomes from USPTO patents with 853,638 reactions. Predict the reaction yield, written as a fraction of the theoretical maximum amount of product (1.0 means a 100% yield; for example, 0.34 means a 34% yield). (1) The reactants are [CH3:1][C:2]1[C:6]([CH2:7][N:8]2[CH:12]=[C:11]([NH:13][C:14](=[O:25])[C:15]3[CH:20]=[C:19]([O:21][CH3:22])[C:18]([OH:23])=[C:17](O)[CH:16]=3)[CH:10]=[N:9]2)=[C:5]([CH3:26])[O:4][N:3]=1.[C:27](=[O:30])([O-])[O-].[Cs+].[Cs+].Br[CH:34](Br)C. No catalyst specified. The product is [CH3:1][C:2]1[C:6]([CH2:7][N:8]2[CH:12]=[C:11]([NH:13][C:14]([C:15]3[CH:16]=[C:17]([O:30][CH3:27])[C:18]4[O:23][CH2:34][CH2:22][O:21][C:19]=4[CH:20]=3)=[O:25])[CH:10]=[N:9]2)=[C:5]([CH3:26])[O:4][N:3]=1. The yield is 0.200. (2) The reactants are [Cl:1][C:2]1[CH:3]=[C:4]([CH:9]([OH:22])[CH2:10][CH2:11][C:12]2[CH:13]=[CH:14][C:15]([N+:19]([O-])=O)=[C:16]([OH:18])[CH:17]=2)[CH:5]=[CH:6][C:7]=1[Cl:8]. The catalyst is [Ni].C1COCC1. The product is [NH2:19][C:15]1[CH:14]=[CH:13][C:12]([CH2:11][CH2:10][CH:9]([C:4]2[CH:5]=[CH:6][C:7]([Cl:8])=[C:2]([Cl:1])[CH:3]=2)[OH:22])=[CH:17][C:16]=1[OH:18]. The yield is 0.790.